Dataset: Catalyst prediction with 721,799 reactions and 888 catalyst types from USPTO. Task: Predict which catalyst facilitates the given reaction. (1) Reactant: [C:1]([C:5]1[CH:10]=[CH:9][CH:8]=[CH:7][C:6]=1[OH:11])([CH3:4])([CH3:3])[CH3:2].[Br-:12].[Br-].[Br-].C([N+](CCCC)(CCCC)CCCC)CCC.C([N+](CCCC)(CCCC)CCCC)CCC.C([N+](CCCC)(CCCC)CCCC)CCC. Product: [Br:12][C:9]1[CH:8]=[CH:7][C:6]([OH:11])=[C:5]([C:1]([CH3:4])([CH3:2])[CH3:3])[CH:10]=1. The catalyst class is: 2. (2) Reactant: [NH2:1][C:2]1[C:7]2[NH:8][C:9]([N:11]3[CH2:16][CH2:15][N:14]([C:17]4[N:22]=[CH:21][C:20]([CH2:23][OH:24])=[CH:19][C:18]=4[Cl:25])[CH2:13][C@H:12]3[CH3:26])=[N:10][C:6]=2[CH:5]=[C:4]([C:27]([F:30])([F:29])[F:28])[CH:3]=1.[OH-].[Na+].[C:33](O[C:33]([O:35][C:36]([CH3:39])([CH3:38])[CH3:37])=[O:34])([O:35][C:36]([CH3:39])([CH3:38])[CH3:37])=[O:34]. Product: [C:36]([O:35][C:33](=[O:34])[NH:1][C:2]1[C:7]2[NH:8][C:9]([N:11]3[CH2:16][CH2:15][N:14]([C:17]4[C:18]([Cl:25])=[CH:19][C:20]([CH2:23][OH:24])=[CH:21][N:22]=4)[CH2:13][C@H:12]3[CH3:26])=[N:10][C:6]=2[CH:5]=[C:4]([C:27]([F:30])([F:29])[F:28])[CH:3]=1)([CH3:39])([CH3:38])[CH3:37]. The catalyst class is: 20. (3) Reactant: [C:1]([O:5][C:6]([NH:8][C@@H:9]([C:20]1[CH:25]=[CH:24][C:23]([O:26][Si:27]([C:30]([CH3:33])([CH3:32])[CH3:31])([CH3:29])[CH3:28])=[C:22]([Cl:34])[CH:21]=1)[C:10]([O:12]CC1C=CC=CC=1)=[O:11])=[O:7])([CH3:4])([CH3:3])[CH3:2].CC(O)=O.C(Cl)(Cl)Cl. Product: [C:1]([O:5][C:6]([NH:8][C@@H:9]([C:20]1[CH:25]=[CH:24][C:23]([O:26][Si:27]([C:30]([CH3:33])([CH3:32])[CH3:31])([CH3:28])[CH3:29])=[C:22]([Cl:34])[CH:21]=1)[C:10]([OH:12])=[O:11])=[O:7])([CH3:4])([CH3:2])[CH3:3]. The catalyst class is: 19. (4) Reactant: [CH3:1][O:2][C:3]1[CH:4]=[C:5]([CH:8]=[CH:9][CH:10]=1)[CH2:6][NH2:7].[C:11](OC([O-])=O)([O:13][C:14]([CH3:17])([CH3:16])[CH3:15])=[O:12]. The catalyst class is: 7. Product: [CH3:1][O:2][C:3]1[CH:4]=[C:5]([CH:8]=[CH:9][CH:10]=1)[CH2:6][NH:7][C:11](=[O:12])[O:13][C:14]([CH3:17])([CH3:16])[CH3:15]. (5) Reactant: [CH:1]([CH:3]1[CH2:8][CH2:7][N:6]([C:9]([O:11][C:12]([CH3:15])([CH3:14])[CH3:13])=[O:10])[CH2:5][CH2:4]1)=O.[F:16][C:17]([F:25])([F:24])[CH:18]1[CH2:23][CH2:22][CH2:21][NH:20][CH2:19]1.[BH-](OC(C)=O)(OC(C)=O)OC(C)=O.[Na+]. Product: [F:16][C:17]([F:25])([F:24])[CH:18]1[CH2:23][CH2:22][CH2:21][N:20]([CH2:1][CH:3]2[CH2:8][CH2:7][N:6]([C:9]([O:11][C:12]([CH3:15])([CH3:14])[CH3:13])=[O:10])[CH2:5][CH2:4]2)[CH2:19]1. The catalyst class is: 322. (6) Reactant: [C:1]([NH:4][CH2:5][CH2:6][CH2:7][S:8]([O:11][CH2:12][C:13]([CH3:30])([CH3:29])[C@@H:14]([O:21]CC1C=CC=CC=1)[C:15]([O:17][CH:18]([CH3:20])[CH3:19])=[O:16])(=[O:10])=[O:9])(=[O:3])[CH3:2]. Product: [C:1]([NH:4][CH2:5][CH2:6][CH2:7][S:8]([O:11][CH2:12][C:13]([CH3:29])([CH3:30])[C@@H:14]([OH:21])[C:15]([O:17][CH:18]([CH3:19])[CH3:20])=[O:16])(=[O:9])=[O:10])(=[O:3])[CH3:2]. The catalyst class is: 63.